Predict the reaction yield, written as a fraction of the theoretical maximum amount of product (1.0 means a 100% yield; for example, 0.34 means a 34% yield). From a dataset of Reaction yield outcomes from USPTO patents with 853,638 reactions. (1) The reactants are CN(C)/[CH:3]=[CH:4]/[C:5]1[NH:10][C:9](=[O:11])[NH:8][C:7](=[O:12])[C:6]=1[N+:13]([O-])=O. The catalyst is C(O)(=O)C.[Zn]. The product is [NH:10]1[C:5]2[CH:4]=[CH:3][NH:13][C:6]=2[C:7](=[O:12])[NH:8][C:9]1=[O:11]. The yield is 0.650. (2) The reactants are [NH2:1][C:2]1[CH:3]=[C:4]([C:9]2[CH:10]=[CH:11][C:12]3[O:18][CH2:17][CH2:16][N:15]([C:19]([O:21][C:22]([CH3:25])([CH3:24])[CH3:23])=[O:20])[CH2:14][C:13]=3[CH:26]=2)[CH:5]=[N:6][C:7]=1[NH2:8].[CH2:27]([O:34][C:35]([NH:37][C:38](=NC(OCC1C=CC=CC=1)=O)SC)=[O:36])[C:28]1[CH:33]=[CH:32][CH:31]=[CH:30][CH:29]=1. The catalyst is C(O)(=O)C. The product is [C:28]1([CH2:27][O:34][C:35]([NH:37][C:38]2[NH:1][C:2]3[C:7]([N:8]=2)=[N:6][CH:5]=[C:4]([C:9]2[CH:10]=[CH:11][C:12]4[O:18][CH2:17][CH2:16][N:15]([C:19]([O:21][C:22]([CH3:23])([CH3:25])[CH3:24])=[O:20])[CH2:14][C:13]=4[CH:26]=2)[CH:3]=3)=[O:36])[CH:33]=[CH:32][CH:31]=[CH:30][CH:29]=1. The yield is 0.910.